Dataset: Peptide-MHC class I binding affinity with 185,985 pairs from IEDB/IMGT. Task: Regression. Given a peptide amino acid sequence and an MHC pseudo amino acid sequence, predict their binding affinity value. This is MHC class I binding data. (1) The peptide sequence is FPGTGSEFV. The MHC is HLA-A31:01 with pseudo-sequence HLA-A31:01. The binding affinity (normalized) is 0.0847. (2) The peptide sequence is FLFILLLCL. The MHC is HLA-A11:01 with pseudo-sequence HLA-A11:01. The binding affinity (normalized) is 0.0894. (3) The peptide sequence is MTMRRRLFK. The MHC is HLA-B58:01 with pseudo-sequence HLA-B58:01. The binding affinity (normalized) is 0.00948. (4) The peptide sequence is IHESVIGQL. The MHC is HLA-B40:01 with pseudo-sequence HLA-B40:01. The binding affinity (normalized) is 0.167.